Dataset: Reaction yield outcomes from USPTO patents with 853,638 reactions. Task: Predict the reaction yield, written as a fraction of the theoretical maximum amount of product (1.0 means a 100% yield; for example, 0.34 means a 34% yield). (1) The reactants are [CH3:1][C:2](OC(C)=O)=[O:3].CCCCCC.CCOC(C)=O.[CH3:20][CH:21]([C:23]([C@@:25]12[C@@:35]([CH2:37][CH2:38][CH:39]=[C:40]([CH3:42])[CH3:41])([CH3:36])[C@@H:34]([CH2:43][CH:44]=[C:45]([CH3:47])[CH3:46])[CH2:33][C@@:30]([CH2:48][CH:49]=[C:50]([CH3:52])[CH3:51])([C:31]1=[O:32])[C:29]([OH:53])=[C:28]([CH2:54][CH:55]=[C:56]([CH3:58])[CH3:57])[C:26]2=[O:27])=[O:24])[CH3:22].C([O-])(=O)C. The catalyst is O. The product is [CH3:22][CH:21]([C:23]([C@:25]12[C@@:35]([CH2:37][CH2:38][CH:39]=[C:40]([CH3:41])[CH3:42])([CH3:36])[C@@H:34]([CH2:43][CH:44]=[C:45]([CH3:46])[CH3:47])[CH2:33][C@@:30]([CH2:48][CH:49]=[C:50]([CH3:52])[CH3:51])([C:31]1=[O:32])[C:29]([O:53][C:2]([CH3:1])=[O:3])=[C:28]([CH2:54][CH:55]=[C:56]([CH3:58])[CH3:57])[C:26]2=[O:27])=[O:24])[CH3:20]. The yield is 0.00280. (2) The reactants are [CH3:1][N:2]1[CH:6]=[C:5]([C:7]2[N:12]=[C:11]3[NH:13][N:14]=[C:15]([C:16]([O:18][CH3:19])=[O:17])[C:10]3=[CH:9][CH:8]=2)[CH:4]=[N:3]1.[I:20][C:21]1[CH:22]=[C:23](B(O)O)[CH:24]=[CH:25][CH:26]=1. No catalyst specified. The product is [I:20][C:21]1[CH:26]=[C:25]([N:13]2[C:11]3=[N:12][C:7]([C:5]4[CH:4]=[N:3][N:2]([CH3:1])[CH:6]=4)=[CH:8][CH:9]=[C:10]3[C:15]([C:16]([O:18][CH3:19])=[O:17])=[N:14]2)[CH:24]=[CH:23][CH:22]=1. The yield is 0.250. (3) The reactants are C(O)(C(F)(F)F)=O.C(O[C:13](=O)[NH:14][C@H:15]([C:17]1[N:21]([C:22]2[CH:26]=[CH:25][N:24]([CH3:27])[N:23]=2)[C:20]2[CH:28]=[C:29]([F:32])[CH:30]=[CH:31][C:19]=2[N:18]=1)[CH3:16])(C)(C)C.ClC1[N:43]=[CH:42][N:41]=[C:40]2[C:36]=1[N:37]=[CH:38][N:39]2C1CCCCO1.CCN(C(C)C)C(C)C. The catalyst is C(Cl)Cl.CO.CC(O)C. The product is [F:32][C:29]1[CH:30]=[CH:31][C:19]2[N:18]=[C:17]([C@@H:15]([NH:14][C:13]3[N:43]=[CH:42][N:41]=[C:40]4[C:36]=3[N:37]=[CH:38][NH:39]4)[CH3:16])[N:21]([C:22]3[CH:26]=[CH:25][N:24]([CH3:27])[N:23]=3)[C:20]=2[CH:28]=1. The yield is 0.500. (4) The reactants are [CH3:1][O:2][C:3]1[CH:4]=[C:5]([C:20](O)=[O:21])[C:6]2[O:10][C:9]([C:11]3[CH:16]=[CH:15][C:14]([O:17][CH3:18])=[CH:13][CH:12]=3)=[CH:8][C:7]=2[CH:19]=1.Cl.[CH3:24][NH:25][O:26][CH3:27].CCN=C=NCCCN(C)C.Cl. The catalyst is CN(C1C=CN=CC=1)C.CN(C=O)C. The product is [CH3:27][O:26][N:25]([CH3:24])[C:20]([C:5]1[C:6]2[O:10][C:9]([C:11]3[CH:12]=[CH:13][C:14]([O:17][CH3:18])=[CH:15][CH:16]=3)=[CH:8][C:7]=2[CH:19]=[C:3]([O:2][CH3:1])[CH:4]=1)=[O:21]. The yield is 0.740. (5) The reactants are Br[C:2]1[CH:3]=[C:4]2[O:16][CH2:15][CH2:14][O:13][C:5]2=[C:6]2[C:11]=1[NH:10][CH:9]=[CH:8][C:7]2=[O:12].[OH-].[Na+]. The catalyst is O.O1CCOCC1.[Pd]. The product is [O:13]1[C:5]2=[C:6]3[C:11](=[CH:2][CH:3]=[C:4]2[O:16][CH2:15][CH2:14]1)[NH:10][CH:9]=[CH:8][C:7]3=[O:12]. The yield is 1.00. (6) The reactants are [CH2:1]([O:8][C:9]1[CH:35]=[CH:34][C:12]([O:13][C:14]2[CH:19]=[CH:18][C:17]([CH2:20][C:21]([NH:23][C:24]3[CH:33]=[CH:32][CH:31]=[CH:30][C:25]=3[C:26]([O:28]C)=[O:27])=[O:22])=[CH:16][CH:15]=2)=[CH:11][CH:10]=1)[C:2]1[CH:7]=[CH:6][CH:5]=[CH:4][CH:3]=1.CO.[OH-].[Li+].Cl. The catalyst is C1COCC1. The product is [CH2:1]([O:8][C:9]1[CH:35]=[CH:34][C:12]([O:13][C:14]2[CH:19]=[CH:18][C:17]([CH2:20][C:21]([NH:23][C:24]3[CH:33]=[CH:32][CH:31]=[CH:30][C:25]=3[C:26]([OH:28])=[O:27])=[O:22])=[CH:16][CH:15]=2)=[CH:11][CH:10]=1)[C:2]1[CH:3]=[CH:4][CH:5]=[CH:6][CH:7]=1. The yield is 0.490. (7) The reactants are [Cl:1][C@@:2]1([F:38])[C@H:6]([O:7][Si](C(C)C)(C(C)C)C(C)C)[C@@H:5]([CH2:18][O:19][Si](C(C)C)(C(C)C)C(C)C)[O:4][C@H:3]1[N:30]1[CH:35]=[CH:34][C:33](=[O:36])[NH:32][C:31]1=[O:37].C([O-])(=O)C.[NH4+]. The catalyst is C(O)(=O)C.C(#N)C. The product is [Cl:1][C@@:2]1([F:38])[C@H:6]([OH:7])[C@@H:5]([CH2:18][OH:19])[O:4][C@H:3]1[N:30]1[CH:35]=[CH:34][C:33](=[O:36])[NH:32][C:31]1=[O:37]. The yield is 0.0320.